Dataset: Forward reaction prediction with 1.9M reactions from USPTO patents (1976-2016). Task: Predict the product of the given reaction. (1) The product is: [O:99]1[CH2:104][CH2:103][N:102]([CH2:105][CH2:106][NH:107][C:34](=[O:35])[C:33]2[CH:37]=[CH:38][CH:39]=[C:31]([C:29]([NH:28][C:17]3[CH:18]=[CH:19][C:20]([N:22]4[CH2:23][CH2:24][CH2:25][CH2:26][CH2:27]4)=[CH:21][C:16]=3[C:12]3[CH:11]=[C:10]([C:8](=[O:9])[NH:7][CH2:6][C:5]4[CH:40]=[CH:41][CH:42]=[C:3]([C:2]([F:43])([F:1])[F:44])[CH:4]=4)[CH:15]=[CH:14][N:13]=3)=[O:30])[CH:32]=2)[CH2:101][CH2:100]1. Given the reactants [F:1][C:2]([F:44])([F:43])[C:3]1[CH:4]=[C:5]([CH:40]=[CH:41][CH:42]=1)[CH2:6][NH:7][C:8]([C:10]1[CH:15]=[CH:14][N:13]=[C:12]([C:16]2[CH:21]=[C:20]([N:22]3[CH2:27][CH2:26][CH2:25][CH2:24][CH2:23]3)[CH:19]=[CH:18][C:17]=2[NH:28][C:29]([C:31]2[CH:32]=[C:33]([CH:37]=[CH:38][CH:39]=2)[C:34](O)=[O:35])=[O:30])[CH:11]=1)=[O:9].FC(F)(F)C1C=C(C=CC=1)CNC(C1C=CN=C(C2C=C(N3CCCCC3)C=CC=2NC(=O)C2C=CC=C(C(N(CCC(NCCOC)=O)C)=O)C=2)C=1)=O.[O:99]1[CH2:104][CH2:103][N:102]([CH2:105][CH2:106][NH2:107])[CH2:101][CH2:100]1, predict the reaction product. (2) Given the reactants Cl[CH:2]([C:14]1[CH:19]=[CH:18][CH:17]=[CH:16][CH:15]=1)[C:3]([C:5]1[C:13]2[C:8](=[CH:9][CH:10]=[CH:11][CH:12]=2)[NH:7][CH:6]=1)=[O:4].[NH2:20][C:21]1[CH:22]=[N:23][CH:24]=[CH:25][CH:26]=1.CCN(C(C)C)C(C)C, predict the reaction product. The product is: [NH:7]1[C:8]2[C:13](=[CH:12][CH:11]=[CH:10][CH:9]=2)[C:5]([C:3](=[O:4])[CH:2]([C:14]2[CH:19]=[CH:18][CH:17]=[CH:16][CH:15]=2)[NH:20][C:21]2[CH:22]=[N:23][CH:24]=[CH:25][CH:26]=2)=[CH:6]1. (3) Given the reactants C1CN([P+](ON2N=NC3C=CC=CC2=3)(N2CCCC2)N2CCCC2)CC1.F[P-](F)(F)(F)(F)F.[NH2:34][C:35]1[CH:36]=[C:37]2[C:44]3([CH2:49][CH2:48][S:47][C:46]([NH:50][C:51](=[O:57])[O:52][C:53]([CH3:56])([CH3:55])[CH3:54])=[N:45]3)[CH2:43][CH2:42][O:41][C:38]2=[CH:39][CH:40]=1.C(N(CC)C(C)C)(C)C.[C:67]([C:69]1[CH:70]=[CH:71][C:72]([C:75](O)=[O:76])=[N:73][CH:74]=1)#[N:68].C(=O)(O)[O-].[Na+], predict the reaction product. The product is: [C:67]([C:69]1[CH:70]=[CH:71][C:72]([C:75]([NH:34][C:35]2[CH:36]=[C:37]3[C:44]4([CH2:49][CH2:48][S:47][C:46]([NH:50][C:51](=[O:57])[O:52][C:53]([CH3:54])([CH3:56])[CH3:55])=[N:45]4)[CH2:43][CH2:42][O:41][C:38]3=[CH:39][CH:40]=2)=[O:76])=[N:73][CH:74]=1)#[N:68]. (4) Given the reactants [F:1][C:2]1[CH:3]=[CH:4][C:5]([C:9]([O:11][CH3:12])=[O:10])=[N+:6]([O-])[CH:7]=1.O=P(Cl)(Cl)[Cl:15], predict the reaction product. The product is: [Cl:15][C:7]1[N:6]=[C:5]([C:9]([O:11][CH3:12])=[O:10])[CH:4]=[CH:3][C:2]=1[F:1]. (5) Given the reactants Br[C:2]1[CH:3]=[C:4]([CH2:10][CH2:11][NH:12][C:13]([C:15]2[C:24]([OH:25])=[CH:23][C:22]3[C:17](=[CH:18][CH:19]=[CH:20][CH:21]=3)[CH:16]=2)=[O:14])[CH:5]=[CH:6][C:7]=1[O:8][CH3:9].[N+:26]([C:29]1[CH:34]=[CH:33][C:32](B(O)O)=[CH:31][CH:30]=1)([O-:28])=[O:27], predict the reaction product. The product is: [CH3:9][O:8][C:7]1[C:2]([C:32]2[CH:33]=[CH:34][C:29]([N+:26]([O-:28])=[O:27])=[CH:30][CH:31]=2)=[CH:3][C:4]([CH2:10][CH2:11][NH:12][C:13]([C:15]2[C:24]([OH:25])=[CH:23][C:22]3[C:17](=[CH:18][CH:19]=[CH:20][CH:21]=3)[CH:16]=2)=[O:14])=[CH:5][CH:6]=1. (6) Given the reactants [NH2:1][C@H:2]1[C@@H:7]([CH3:8])[CH2:6][C@@H:5]([C:9]2[CH:14]=[CH:13][N:12]=[CH:11][C:10]=2[NH:15][C:16](=[O:32])[C:17]2[CH:22]=[CH:21][C:20]([F:23])=[C:19]([C:24]3[C:29]([F:30])=[CH:28][CH:27]=[CH:26][C:25]=3[F:31])[N:18]=2)[CH2:4][C@H:3]1[NH:33]C(=O)OC(C)(C)C.CCN([CH:47]([CH3:49])C)C(C)C.[C:50]([O-])([OH:52])=[O:51].[Na+], predict the reaction product. The product is: [NH2:33][C@@H:3]1[CH2:4][C@H:5]([C:9]2[CH:14]=[CH:13][N:12]=[CH:11][C:10]=2[NH:15][C:16](=[O:32])[C:17]2[CH:22]=[CH:21][C:20]([F:23])=[C:19]([C:24]3[C:29]([F:30])=[CH:28][CH:27]=[CH:26][C:25]=3[F:31])[N:18]=2)[CH2:6][C@H:7]([CH3:8])[C@@H:2]1[NH:1][C:50](=[O:51])[O:52][CH2:47][CH3:49]. (7) Given the reactants [CH:1](=O)[CH3:2].C=O.[C:6]1([S:12]([CH2:15][C@@H:16]2[CH2:21][C@H:20]([NH:22][CH:23]([CH3:25])[CH3:24])[CH2:19][CH2:18][C@@H:17]2[N:26]2[CH2:31][CH2:30][C:29]([C:32]3[CH:37]=[CH:36][CH:35]=[C:34]([C:38]([F:41])([F:40])[F:39])[CH:33]=3)=[CH:28][C:27]2=[O:42])(=[O:14])=[O:13])[CH:11]=[CH:10][CH:9]=[CH:8][CH:7]=1, predict the reaction product. The product is: [C:6]1([S:12]([CH2:15][C@@H:16]2[CH2:21][C@H:20]([N:22]([CH:23]([CH3:25])[CH3:24])[CH2:1][CH3:2])[CH2:19][CH2:18][C@@H:17]2[N:26]2[CH2:31][CH2:30][C:29]([C:32]3[CH:37]=[CH:36][CH:35]=[C:34]([C:38]([F:41])([F:39])[F:40])[CH:33]=3)=[CH:28][C:27]2=[O:42])(=[O:13])=[O:14])[CH:11]=[CH:10][CH:9]=[CH:8][CH:7]=1.